Dataset: Reaction yield outcomes from USPTO patents with 853,638 reactions. Task: Predict the reaction yield, written as a fraction of the theoretical maximum amount of product (1.0 means a 100% yield; for example, 0.34 means a 34% yield). (1) The yield is 0.800. The reactants are [C:1]([C:4]1[CH:5]=[C:6]([CH:11]=[CH:12][C:13]=1[OH:14])[C:7]([O:9][CH3:10])=[O:8])(=[O:3])[CH3:2].N1C=CC=CC=1.[Br:21]Br.Cl. The product is [C:1]([C:4]1[CH:5]=[C:6]([CH:11]=[C:12]([Br:21])[C:13]=1[OH:14])[C:7]([O:9][CH3:10])=[O:8])(=[O:3])[CH3:2]. The catalyst is C(Cl)Cl. (2) The reactants are [OH:1][NH:2][C:3](=[O:9])[O:4][C:5]([CH3:8])([CH3:7])[CH3:6].[Cl:10][C:11]1[CH:19]=[CH:18][C:14]([C:15](Cl)=[O:16])=[CH:13][CH:12]=1.C(N(CC)CC)C. The catalyst is C(Cl)Cl. The product is [Cl:10][C:11]1[CH:19]=[CH:18][C:14]([C:15]([O:1][NH:2][C:3](=[O:9])[O:4][C:5]([CH3:8])([CH3:7])[CH3:6])=[O:16])=[CH:13][CH:12]=1. The yield is 0.870. (3) The reactants are [Br:1][C:2]1[CH:13]=[CH:12][C:5]([C:6](N(OC)C)=O)=[C:4]([F:14])[CH:3]=1.C([Mg]Br)C.[CH2:19]([O:21]CC)[CH3:20]. The catalyst is C1COCC1. The product is [Br:1][C:2]1[CH:13]=[CH:12][C:5]([CH2:6][C:19](=[O:21])[CH3:20])=[C:4]([F:14])[CH:3]=1. The yield is 0.740. (4) The reactants are [CH:1]([C:4]1[CH:9]=[CH:8][C:7]([C:10]([C:15]2[CH:20]=[CH:19][CH:18]=[CH:17][C:16]=2OC)(O)[CH:11]([CH3:13])[CH3:12])=[CH:6][CH:5]=1)([CH3:3])[CH3:2].Br.C(O)(=O)C.[OH2:28]. No catalyst specified. The product is [CH:1]([C:4]1[CH:9]=[CH:8][C:7]([CH:10]2[C:15]3[CH:16]=[CH:17][CH:18]=[CH:19][C:20]=3[O:28][C:11]2([CH3:13])[CH3:12])=[CH:6][CH:5]=1)([CH3:3])[CH3:2]. The yield is 0.890.